Dataset: Forward reaction prediction with 1.9M reactions from USPTO patents (1976-2016). Task: Predict the product of the given reaction. (1) Given the reactants [CH2:1]([O:3][C:4](=[O:22])[CH2:5][C:6]1[CH:11]=[CH:10][CH:9]=[C:8]([O:12][C:13]2[CH:18]=[CH:17][C:16]([CH3:19])=[CH:15][C:14]=2[CH:20]=[O:21])[CH:7]=1)[CH3:2].[BH4-].[Na+], predict the reaction product. The product is: [CH2:1]([O:3][C:4](=[O:22])[CH2:5][C:6]1[CH:11]=[CH:10][CH:9]=[C:8]([O:12][C:13]2[CH:18]=[CH:17][C:16]([CH3:19])=[CH:15][C:14]=2[CH2:20][OH:21])[CH:7]=1)[CH3:2]. (2) Given the reactants Cl[C:2]1[N:3]=[C:4]([N:21]2[CH2:26][CH2:25][O:24][CH2:23][CH2:22]2)[C:5]2[S:10][C:9]([C:11]3[CH:12]=[C:13]([CH:18]=[CH:19][CH:20]=3)[C:14]([NH:16][CH3:17])=[O:15])=[CH:8][C:6]=2[N:7]=1.[NH2:27][C:28]1[CH:33]=[CH:32][C:31](B2OC(C)(C)C(C)(C)O2)=[CH:30][N:29]=1, predict the reaction product. The product is: [NH2:27][C:28]1[N:29]=[CH:30][C:31]([C:2]2[N:3]=[C:4]([N:21]3[CH2:26][CH2:25][O:24][CH2:23][CH2:22]3)[C:5]3[S:10][C:9]([C:11]4[CH:12]=[C:13]([CH:18]=[CH:19][CH:20]=4)[C:14]([NH:16][CH3:17])=[O:15])=[CH:8][C:6]=3[N:7]=2)=[CH:32][CH:33]=1. (3) Given the reactants O[CH2:2][CH2:3][CH2:4][CH2:5][C:6]1[CH:11]=[CH:10][CH:9]=[CH:8][N:7]=1.[H-].[Al+3].[Li+].[H-].[H-].[H-].I.[OH-].[Na+], predict the reaction product. The product is: [N:7]12[CH2:8][CH2:9][CH2:10][CH2:11][CH:6]1[CH2:5][CH2:4][CH2:3][CH2:2]2. (4) Given the reactants [F:1][C:2]([F:29])([F:28])[C:3]1[CH:27]=[CH:26][CH:25]=[CH:24][C:4]=1[C:5]([N:7]1[CH2:11][C:10]2[CH2:12][N:13]([C:15]3[CH:23]=[CH:22][C:18]([C:19]([OH:21])=O)=[CH:17][N:16]=3)[CH2:14][C:9]=2[CH2:8]1)=[O:6].Cl.[S:31]1[CH:35]=[CH:34][N:33]=[C:32]1[CH2:36][NH2:37], predict the reaction product. The product is: [S:31]1[CH:35]=[CH:34][N:33]=[C:32]1[CH2:36][NH:37][C:19](=[O:21])[C:18]1[CH:22]=[CH:23][C:15]([N:13]2[CH2:14][C:9]3[CH2:8][N:7]([C:5](=[O:6])[C:4]4[CH:24]=[CH:25][CH:26]=[CH:27][C:3]=4[C:2]([F:29])([F:1])[F:28])[CH2:11][C:10]=3[CH2:12]2)=[N:16][CH:17]=1. (5) Given the reactants Cl.[CH2:2]([N:9]1[CH2:14][CH2:13][C:12]2([CH2:23][C:22](=O)[C:21]3[C:16](=[CH:17][CH:18]=[C:19](/[CH:25]=[CH:26]/[C:27]([NH:29][OH:30])=[O:28])[CH:20]=3)[O:15]2)[CH2:11][CH2:10]1)[C:3]1[CH:8]=[CH:7][CH:6]=[CH:5][CH:4]=1.[NH2:31][O:32][CH3:33].Cl.N1C=CC=CC=1, predict the reaction product. The product is: [CH2:2]([N:9]1[CH2:14][CH2:13][C:12]2([CH2:23][C:22](=[N:31][O:32][CH3:33])[C:21]3[C:16](=[CH:17][CH:18]=[C:19](/[CH:25]=[CH:26]/[C:27]([NH:29][OH:30])=[O:28])[CH:20]=3)[O:15]2)[CH2:11][CH2:10]1)[C:3]1[CH:8]=[CH:7][CH:6]=[CH:5][CH:4]=1. (6) Given the reactants Cl[C:2]1[N:7]=[C:6]([C:8]2[CH:13]=[CH:12][C:11]([N:14]([CH3:16])[CH3:15])=[CH:10][CH:9]=2)[CH:5]=[CH:4][N:3]=1.[CH2:17]([O:19][C:20]([C:22]1[C:23]([NH2:27])=[N:24][NH:25][CH:26]=1)=[O:21])[CH3:18].C([O-])([O-])=O.[Cs+].[Cs+], predict the reaction product. The product is: [CH2:17]([O:19][C:20]([C:22]1[C:23]([NH2:27])=[N:24][N:25]([C:2]2[N:7]=[C:6]([C:8]3[CH:13]=[CH:12][C:11]([N:14]([CH3:16])[CH3:15])=[CH:10][CH:9]=3)[CH:5]=[CH:4][N:3]=2)[CH:26]=1)=[O:21])[CH3:18].